From a dataset of Full USPTO retrosynthesis dataset with 1.9M reactions from patents (1976-2016). Predict the reactants needed to synthesize the given product. Given the product [N+:12]([C:15]1[CH:21]=[CH:20][C:18]([NH:19][C:2]2[CH:7]=[CH:6][CH:5]=[CH:4][C:3]=2[CH2:8][C:9]([OH:11])=[O:10])=[CH:17][CH:16]=1)([O-:14])=[O:13], predict the reactants needed to synthesize it. The reactants are: Br[C:2]1[CH:7]=[CH:6][CH:5]=[CH:4][C:3]=1[CH2:8][C:9]([OH:11])=[O:10].[N+:12]([C:15]1[CH:21]=[CH:20][C:18]([NH2:19])=[CH:17][CH:16]=1)([O-:14])=[O:13].